From a dataset of Forward reaction prediction with 1.9M reactions from USPTO patents (1976-2016). Predict the product of the given reaction. (1) Given the reactants Br[C:2]1[CH:3]=[C:4]([C:9]2[CH:14]=[CH:13][CH:12]=[CH:11][CH:10]=2)[CH:5]=[C:6]([Cl:8])[CH:7]=1.[C:15]1([C:21]2[C:29]3[S:28][C:27]4[C:30](B(O)O)=[CH:31][CH:32]=[CH:33][C:26]=4[C:25]=3[CH:24]=[CH:23][CH:22]=2)[CH:20]=[CH:19][CH:18]=[CH:17][CH:16]=1.C([O-])([O-])=O.[K+].[K+], predict the reaction product. The product is: [Cl:8][C:6]1[CH:7]=[C:2]([C:30]2[C:27]3[S:28][C:29]4[C:21]([C:15]5[CH:20]=[CH:19][CH:18]=[CH:17][CH:16]=5)=[CH:22][CH:23]=[CH:24][C:25]=4[C:26]=3[CH:33]=[CH:32][CH:31]=2)[CH:3]=[C:4]([C:9]2[CH:14]=[CH:13][CH:12]=[CH:11][CH:10]=2)[CH:5]=1. (2) Given the reactants [OH:1][C:2]1[C@@H:3]([C@@H:9]([OH:12])[CH2:10][OH:11])[O:4][C:5](=[O:8])[C:6]=1[OH:7], predict the reaction product. The product is: [OH:1][C:2]1[C@@H:3]([C@@H:9]([OH:12])[CH2:10][OH:11])[O:4][C:5](=[O:8])[C:6]=1[OH:7].[CH2:6]([OH:7])[CH:2]([OH:1])[CH3:3].